Dataset: Reaction yield outcomes from USPTO patents with 853,638 reactions. Task: Predict the reaction yield, written as a fraction of the theoretical maximum amount of product (1.0 means a 100% yield; for example, 0.34 means a 34% yield). (1) The reactants are [Br:1][C:2]1[C:6]2[CH:7]=[C:8]([O:11][CH3:12])[CH:9]=[CH:10][C:5]=2[O:4][C:3]=1[C:13](N(OC)C)=[O:14].[H-].[Al+3].[Li+].[H-].[H-].[H-].Cl. The catalyst is O1CCCC1. The yield is 0.270. The product is [Br:1][C:2]1[C:6]2[CH:7]=[C:8]([O:11][CH3:12])[CH:9]=[CH:10][C:5]=2[O:4][C:3]=1[CH:13]=[O:14]. (2) The reactants are O[CH:2]([C:4]1[N:15]([C@@H:16]2[CH2:21][O:20][C@@H:19]([CH2:22][C:23]#[N:24])[CH2:18][CH2:17]2)[C:7]2=[C:8]3[S:14][CH:13]=[CH:12][C:9]3=[N:10][CH:11]=[C:6]2[N:5]=1)[CH3:3].C(N)C.COCCN(S(F)(F)[F:38])CCOC. The catalyst is C(Cl)Cl. The product is [F:38][CH:2]([C:4]1[N:15]([C@@H:16]2[CH2:21][O:20][C@@H:19]([CH2:22][C:23]#[N:24])[CH2:18][CH2:17]2)[C:7]2=[C:8]3[S:14][CH:13]=[CH:12][C:9]3=[N:10][CH:11]=[C:6]2[N:5]=1)[CH3:3]. The yield is 0.200.